From a dataset of NCI-60 drug combinations with 297,098 pairs across 59 cell lines. Regression. Given two drug SMILES strings and cell line genomic features, predict the synergy score measuring deviation from expected non-interaction effect. (1) Synergy scores: CSS=8.60, Synergy_ZIP=0.409, Synergy_Bliss=8.21, Synergy_Loewe=2.23, Synergy_HSA=3.80. Drug 1: CC1C(C(CC(O1)OC2CC(CC3=C2C(=C4C(=C3O)C(=O)C5=C(C4=O)C(=CC=C5)OC)O)(C(=O)C)O)N)O.Cl. Drug 2: C1C(C(OC1N2C=NC(=NC2=O)N)CO)O. Cell line: UACC-257. (2) Drug 2: COC1=NC(=NC2=C1N=CN2C3C(C(C(O3)CO)O)O)N. Drug 1: CNC(=O)C1=CC=CC=C1SC2=CC3=C(C=C2)C(=NN3)C=CC4=CC=CC=N4. Cell line: SF-295. Synergy scores: CSS=8.77, Synergy_ZIP=-2.40, Synergy_Bliss=1.92, Synergy_Loewe=-2.46, Synergy_HSA=2.02.